This data is from Orexin1 receptor HTS with 218,158 compounds and 233 confirmed actives. The task is: Binary Classification. Given a drug SMILES string, predict its activity (active/inactive) in a high-throughput screening assay against a specified biological target. The compound is Clc1cc(c2nn(cc2C(=O)Nc2ccc(cc2)C(O)=O)c2ccccc2)ccc1. The result is 0 (inactive).